From a dataset of Forward reaction prediction with 1.9M reactions from USPTO patents (1976-2016). Predict the product of the given reaction. (1) Given the reactants [Br-].[CH2:2]([O:9][CH2:10][CH2:11][CH2:12][P+](C1C=CC=CC=1)(C1C=CC=CC=1)C1C=CC=CC=1)[C:3]1[CH:8]=[CH:7][CH:6]=[CH:5][CH:4]=1.C[Si]([N-][Si](C)(C)C)(C)C.[Na+].[NH2:42][C:43]1[N:48]=[C:47]([CH:49]([CH3:51])[CH3:50])[C:46]([C:52]([O:54][CH3:55])=[O:53])=[C:45]([C:56]2[CH:61]=[CH:60][C:59]([F:62])=[CH:58][CH:57]=2)[C:44]=1[CH:63]=O.[NH4+].[Cl-], predict the reaction product. The product is: [NH2:42][C:43]1[C:44](/[CH:63]=[CH:12]/[CH2:11][CH2:10][O:9][CH2:2][C:3]2[CH:4]=[CH:5][CH:6]=[CH:7][CH:8]=2)=[C:45]([C:56]2[CH:57]=[CH:58][C:59]([F:62])=[CH:60][CH:61]=2)[C:46]([C:52]([O:54][CH3:55])=[O:53])=[C:47]([CH:49]([CH3:51])[CH3:50])[N:48]=1. (2) The product is: [C:6]([C:5]1[CH:4]=[C:3]([CH2:2][S:12]([NH:24][CH3:23])(=[O:14])=[O:11])[CH:10]=[CH:9][CH:8]=1)#[N:7]. Given the reactants Br[CH2:2][C:3]1[CH:4]=[C:5]([CH:8]=[CH:9][CH:10]=1)[C:6]#[N:7].[O-:11][S:12]([O-:14])=O.[Na+].[Na+].C(Cl)(=O)C(Cl)=O.[CH3:23][NH2:24], predict the reaction product. (3) Given the reactants C([O-])([O-])=O.[Na+].[Na+].Br[C:8]1[CH:13]=[CH:12][N:11]([CH2:14][C:15]([CH3:19])([CH3:18])[CH2:16][OH:17])[C:10](=[O:20])[CH:9]=1.[OH:21][C:22]([CH3:55])([CH3:54])[CH2:23][C@@:24]1([C:48]2[CH:53]=[CH:52][CH:51]=[CH:50][CH:49]=2)[O:29][C:28](=[O:30])[N:27]([C@H:31]([C:33]2[CH:38]=[CH:37][C:36](B3OC(C)(C)C(C)(C)O3)=[CH:35][CH:34]=2)[CH3:32])[CH2:26][CH2:25]1, predict the reaction product. The product is: [OH:17][CH2:16][C:15]([CH3:19])([CH3:18])[CH2:14][N:11]1[CH:12]=[CH:13][C:8]([C:36]2[CH:35]=[CH:34][C:33]([C@@H:31]([N:27]3[CH2:26][CH2:25][C@:24]([CH2:23][C:22]([OH:21])([CH3:54])[CH3:55])([C:48]4[CH:53]=[CH:52][CH:51]=[CH:50][CH:49]=4)[O:29][C:28]3=[O:30])[CH3:32])=[CH:38][CH:37]=2)=[CH:9][C:10]1=[O:20].